This data is from Catalyst prediction with 721,799 reactions and 888 catalyst types from USPTO. The task is: Predict which catalyst facilitates the given reaction. (1) Reactant: [NH2:1][C:2]1[CH:3]=[C:4]([C:10]([N:12]2[CH2:15][CH:14]([C:16]3[CH:21]=[CH:20][C:19](Br)=[CH:18][CH:17]=3)[CH2:13]2)=[O:11])[CH:5]=[CH:6][C:7]=1[O:8][CH3:9].C([O-])([O-])=O.[K+].[K+].[CH3:29][N:30]1[CH:34]=[C:33](B2OC(C)(C)C(C)(C)O2)[CH:32]=[N:31]1. Product: [NH2:1][C:2]1[CH:3]=[C:4]([C:10]([N:12]2[CH2:15][CH:14]([C:16]3[CH:21]=[CH:20][C:19]([C:33]4[CH:32]=[N:31][N:30]([CH3:29])[CH:34]=4)=[CH:18][CH:17]=3)[CH2:13]2)=[O:11])[CH:5]=[CH:6][C:7]=1[O:8][CH3:9]. The catalyst class is: 117. (2) Reactant: [F:1][C:2]1[CH:3]=[CH:4][C:5]2[N:9]=[C:8]([CH3:10])[NH:7][C:6]=2[CH:11]=1.[H-].[Na+].[Cl:14][C:15]1[C:20]([F:21])=[C:19]([Cl:22])[N:18]=[C:17](S(C)(=O)=O)[N:16]=1. Product: [Cl:14][C:15]1[C:20]([F:21])=[C:19]([Cl:22])[N:18]=[C:17]([N:7]2[C:6]3[CH:11]=[C:2]([F:1])[CH:3]=[CH:4][C:5]=3[N:9]=[C:8]2[CH3:10])[N:16]=1. The catalyst class is: 118. (3) Reactant: [CH3:1][N:2]1[CH2:6][CH2:5][CH:4]([C:7]([O:9]C(C)(C)C)=[O:8])[N:3]1C(OC(C)(C)C)=O.C(O)(C(F)(F)F)=O.O. Product: [CH3:1][N:2]1[CH2:6][CH2:5][CH:4]([C:7]([OH:9])=[O:8])[NH:3]1. The catalyst class is: 4. (4) Reactant: [C:1]([C:5]1[CH:10]=[CH:9][C:8]([C:11](=[O:16])[CH2:12][CH2:13][CH2:14][Cl:15])=[CH:7][CH:6]=1)([CH3:4])([CH3:3])[CH3:2]. Product: [C:1]([C:5]1[CH:6]=[CH:7][C:8]([C@@H:11]([OH:16])[CH2:12][CH2:13][CH2:14][Cl:15])=[CH:9][CH:10]=1)([CH3:4])([CH3:2])[CH3:3]. The catalyst class is: 1.